This data is from Reaction yield outcomes from USPTO patents with 853,638 reactions. The task is: Predict the reaction yield, written as a fraction of the theoretical maximum amount of product (1.0 means a 100% yield; for example, 0.34 means a 34% yield). (1) The reactants are [C:1]([O:5][CH2:6][CH2:7][N:8]1[C:17]2[C:12](=[CH:13][CH:14]=[C:15]([O:18]C(=O)CC)[CH:16]=2)[CH2:11][CH2:10][CH2:9]1)(=[O:4])[CH2:2][CH3:3].C([O-])(O)=O.[Na+]. The catalyst is O.CO.C(Cl)Cl. The yield is 0.380. The product is [OH:18][C:15]1[CH:16]=[C:17]2[C:12]([CH2:11][CH2:10][CH2:9][N:8]2[CH2:7][CH2:6][O:5][C:1](=[O:4])[CH2:2][CH3:3])=[CH:13][CH:14]=1. (2) The reactants are [H-].[Na+].[C:3]([O:9]CC)(=O)[CH2:4][C:5]([CH3:7])=O.[Cl:12][C:13]1[N:14]=C(Cl)C2[CH:21]=[CH:20][S:19][C:17]=2[N:18]=1.[NH4+:23].[OH-]. The catalyst is C1COCC1. The product is [Cl:12][C:13]1[N:14]=[C:5]([CH2:4][C:3]([NH2:23])=[O:9])[C:7]2[CH:21]=[CH:20][S:19][C:17]=2[N:18]=1. The yield is 0.460. (3) The reactants are [NH2:1][C:2]1[N:3]=[C:4]([CH3:13])[CH:5]=[C:6]([CH:12]=1)[C:7]([O:9][CH2:10][CH3:11])=[O:8].[Cl:14]N1C(=O)CCC1=O.C(=O)([O-])O.[Na+]. The catalyst is CN(C=O)C. The product is [NH2:1][C:2]1[N:3]=[C:4]([CH3:13])[C:5]([Cl:14])=[C:6]([CH:12]=1)[C:7]([O:9][CH2:10][CH3:11])=[O:8]. The yield is 0.570. (4) The reactants are S[C:2]1[N:3]=[C:4]([OH:12])[C:5]2[C@H:10]([CH3:11])[CH2:9][CH2:8][C:6]=2[N:7]=1.[NH4+].[OH-]. The catalyst is O.[Ni]. The product is [CH3:11][C@H:10]1[C:5]2[C:4]([OH:12])=[N:3][CH:2]=[N:7][C:6]=2[CH2:8][CH2:9]1. The yield is 0.990. (5) The reactants are C([Li])CCC.[CH3:6][O:7][CH2:8][O:9][C:10]1[CH:15]=[CH:14][C:13]([C:16]2[CH:21]=[CH:20][CH:19]=[CH:18][CH:17]=2)=[CH:12][CH:11]=1.C[O:23][B:24](OC)[O:25]C.Cl. The catalyst is CCOCC.C1COCC1.O.CCOC(C)=O. The product is [CH3:6][O:7][CH2:8][O:9][C:10]1[CH:15]=[CH:14][C:13]([C:16]2[CH:21]=[CH:20][CH:19]=[CH:18][CH:17]=2)=[CH:12][C:11]=1[B:24]([OH:25])[OH:23]. The yield is 0.290. (6) The reactants are [Cl:1][C:2]1[CH:3]=[C:4]([C:8]2[C:17]3[C:12](=[CH:13][CH:14]=[C:15]([C:18]([C:26]4[CH:31]=[CH:30][C:29]([Cl:32])=[CH:28][CH:27]=4)([OH:25])[C:19]4[N:23]([CH3:24])[CH:22]=[N:21][CH:20]=4)[CH:16]=3)[N:11]=[C:10]([NH:33][C:34](C3OC=CC=3)=[O:35])[CH:9]=2)[CH:5]=[CH:6][CH:7]=1.[N:41]([C:44]1[CH:49]=[CH:48][CH:47]=[CH:46][CH:45]=1)=C=O. The catalyst is C1COCC1.O. The product is [Cl:1][C:2]1[CH:3]=[C:4]([C:8]2[C:17]3[C:12](=[CH:13][CH:14]=[C:15]([C:18]([C:26]4[CH:27]=[CH:28][C:29]([Cl:32])=[CH:30][CH:31]=4)([OH:25])[C:19]4[N:23]([CH3:24])[CH:22]=[N:21][CH:20]=4)[CH:16]=3)[N:11]=[C:10]([NH:33][C:34]([NH:41][C:44]3[CH:49]=[CH:48][CH:47]=[CH:46][CH:45]=3)=[O:35])[CH:9]=2)[CH:5]=[CH:6][CH:7]=1. The yield is 0.568. (7) The reactants are [F:1][C:2]([F:20])([F:19])[C:3](O)=[CH:4][C:5]([C:7]1[CH:17]=[CH:16][C:10]2[O:11][CH2:12][C:13](=[O:15])[NH:14][C:9]=2[CH:8]=1)=O.[F:21][C:22]([F:32])([F:31])[C:23]1[CH:28]=[CH:27][CH:26]=[CH:25][C:24]=1[NH:29][NH2:30]. The catalyst is C(N(CC)CC)C. The product is [F:1][C:2]([F:20])([F:19])[C:3]1[CH:4]=[C:5]([C:7]2[CH:17]=[CH:16][C:10]3[O:11][CH2:12][C:13](=[O:15])[NH:14][C:9]=3[CH:8]=2)[N:29]([C:24]2[CH:25]=[CH:26][CH:27]=[CH:28][C:23]=2[C:22]([F:21])([F:32])[F:31])[N:30]=1. The yield is 0.490.